The task is: Predict the reaction yield, written as a fraction of the theoretical maximum amount of product (1.0 means a 100% yield; for example, 0.34 means a 34% yield).. This data is from Reaction yield outcomes from USPTO patents with 853,638 reactions. (1) The reactants are [NH2:1][C:2]1[N:7]=[C:6]([C:8]([F:11])([F:10])[F:9])[CH:5]=[CH:4][N:3]=1.[Br:12]N1C(=O)CCC1=O.C(Cl)Cl.[OH-].[Na+]. The yield is 0.820. The catalyst is C(Cl)(Cl)Cl. The product is [Br:12][C:5]1[C:6]([C:8]([F:11])([F:9])[F:10])=[N:7][C:2]([NH2:1])=[N:3][CH:4]=1. (2) The reactants are C(=O)(OC(C)(C)C)[O:2][C:3]1[N:7]([C:8]2[CH:13]=[CH:12][CH:11]=[CH:10][N:9]=2)[N:6]=[C:5]([C:14]2[CH:15]=[C:16]([C:20]3[CH:25]=[CH:24][CH:23]=[C:22]([C:26]4[CH:31]=[CH:30][CH:29]=[CH:28][CH:27]=4)[CH:21]=3)[CH:17]=[CH:18][CH:19]=2)[CH:4]=1.C(=O)(OC(C)(C)C)OC1N(C2C=CC=CN=2)N=C(C2C=CC(C3C=CC=CC=3)=CC=2)C=1. No catalyst specified. The product is [C:26]1([C:22]2[CH:21]=[C:20]([C:16]3[CH:17]=[CH:18][CH:19]=[C:14]([C:5]4[CH:4]=[C:3]([OH:2])[N:7]([C:8]5[CH:13]=[CH:12][CH:11]=[CH:10][N:9]=5)[N:6]=4)[CH:15]=3)[CH:25]=[CH:24][CH:23]=2)[CH:27]=[CH:28][CH:29]=[CH:30][CH:31]=1. The yield is 0.850. (3) The reactants are [H-].[Na+].[C:3](#[N:7])[CH2:4][C:5]#[N:6].I[C:9]1[CH:14]=[CH:13][C:12]([CH:15]=[CH2:16])=[CH:11][CH:10]=1.Cl. The catalyst is COCCOC.C1COCC1. The product is [CH:15]([C:12]1[CH:13]=[CH:14][C:9]([CH:4]([C:3]#[N:7])[C:5]#[N:6])=[CH:10][CH:11]=1)=[CH2:16]. The yield is 0.718. (4) The reactants are [CH3:1][O:2][C:3]1[CH:4]=[C:5]2[C:10](=[CH:11][CH:12]=1)[C:9]([OH:13])=[C:8]([C:14]1[CH:19]=[CH:18][CH:17]=[CH:16][CH:15]=1)[C:7]([CH2:20][CH2:21][CH2:22][CH2:23][CH3:24])=[CH:6]2.F[C:26]1[CH:33]=[CH:32][C:29]([CH:30]=[O:31])=[CH:28][CH:27]=1.C([O-])([O-])=O.[Cs+].[Cs+]. The catalyst is CN(C=O)C. The product is [CH3:1][O:2][C:3]1[CH:4]=[C:5]2[C:10](=[CH:11][CH:12]=1)[C:9]([O:13][C:26]1[CH:33]=[CH:32][C:29]([CH:30]=[O:31])=[CH:28][CH:27]=1)=[C:8]([C:14]1[CH:15]=[CH:16][CH:17]=[CH:18][CH:19]=1)[C:7]([CH2:20][CH2:21][CH2:22][CH2:23][CH3:24])=[CH:6]2. The yield is 0.800. (5) The reactants are [Cl-].C[N+](C)=CS(Cl)(=O)=O.[Cl:10][C:11]1[CH:19]=[CH:18][C:14]([C:15]([OH:17])=O)=[CH:13][N:12]=1.[CH2:20]([C:24]1[CH:33]=[CH:32][C:27]([C:28]([NH:30][NH2:31])=O)=[CH:26][CH:25]=1)[CH:21]([CH3:23])[CH3:22].C(N(CC)CC)C. The catalyst is ClCCl. The product is [Cl:10][C:11]1[CH:19]=[CH:18][C:14]([C:15]2[O:17][C:28]([C:27]3[CH:32]=[CH:33][C:24]([CH2:20][CH:21]([CH3:23])[CH3:22])=[CH:25][CH:26]=3)=[N:30][N:31]=2)=[CH:13][N:12]=1. The yield is 0.820. (6) The reactants are C(OC([N:11]1[CH2:16][CH2:15][N:14]([CH2:17][C@@H:18]2[O:23][CH2:22][CH2:21][N:20]([C:24]([O:26][C:27]([CH3:30])([CH3:29])[CH3:28])=[O:25])[CH2:19]2)[CH2:13][CH2:12]1)=O)C1C=CC=CC=1. The catalyst is [Pd].C(O)C. The product is [N:14]1([CH2:17][C@@H:18]2[O:23][CH2:22][CH2:21][N:20]([C:24]([O:26][C:27]([CH3:30])([CH3:29])[CH3:28])=[O:25])[CH2:19]2)[CH2:15][CH2:16][NH:11][CH2:12][CH2:13]1. The yield is 0.980. (7) The reactants are [CH:1]1([N:7]([CH2:25][CH:26]2[CH2:28][CH2:27]2)[C:8]2[N:13]=[CH:12][N:11]=[C:10]([C:14]([NH:16][C:17]3[CH:22]=[CH:21][C:20]([CH2:23][OH:24])=[CH:19][CH:18]=3)=[O:15])[CH:9]=2)[CH2:6][CH2:5][CH2:4][CH2:3][CH2:2]1. The catalyst is C(Cl)Cl.O=[Mn]=O. The product is [CH:1]1([N:7]([CH2:25][CH:26]2[CH2:28][CH2:27]2)[C:8]2[N:13]=[CH:12][N:11]=[C:10]([C:14]([NH:16][C:17]3[CH:22]=[CH:21][C:20]([CH:23]=[O:24])=[CH:19][CH:18]=3)=[O:15])[CH:9]=2)[CH2:6][CH2:5][CH2:4][CH2:3][CH2:2]1. The yield is 0.790.